This data is from Forward reaction prediction with 1.9M reactions from USPTO patents (1976-2016). The task is: Predict the product of the given reaction. (1) The product is: [CH3:1][O:2][C:3]1[CH:18]=[CH:17][C:6]([C:7]([C:9]2[CH:14]=[CH:13][C:12]([O:15][CH3:16])=[CH:11][CH:10]=2)=[CH:7][C:6]2[CH:17]=[CH:18][C:3]([O:2][CH3:1])=[CH:4][CH:5]=2)=[CH:5][CH:4]=1. Given the reactants [CH3:1][O:2][C:3]1[CH:18]=[CH:17][C:6]([C:7]([C:9]2[CH:14]=[CH:13][C:12]([O:15][CH3:16])=[CH:11][CH:10]=2)=O)=[CH:5][CH:4]=1.[PH5], predict the reaction product. (2) Given the reactants [NH2:1][C:2]1[CH:7]=[CH:6][C:5]([C:8]2[C:9]([NH2:24])=[N:10][C:11]([NH2:23])=[N:12][C:13]=2[CH2:14][O:15][CH2:16][CH:17]2[CH2:22][CH2:21][CH2:20][CH2:19][O:18]2)=[CH:4][CH:3]=1.[Cl:25][C:26]1[CH:33]=[CH:32][C:29]([CH:30]=O)=[CH:28][CH:27]=1.C(O)(=O)C.[BH3-]C#N.[Na+].C([O-])(O)=O.[Na+], predict the reaction product. The product is: [Cl:25][C:26]1[CH:33]=[CH:32][C:29]([CH2:30][NH:1][C:2]2[CH:7]=[CH:6][C:5]([C:8]3[C:9]([NH2:24])=[N:10][C:11]([NH2:23])=[N:12][C:13]=3[CH2:14][O:15][CH2:16][CH:17]3[CH2:22][CH2:21][CH2:20][CH2:19][O:18]3)=[CH:4][CH:3]=2)=[CH:28][CH:27]=1. (3) Given the reactants Cl[C:2]1[N:7]=[C:6]([S:8][CH2:9][C:10]([O:12][CH3:13])=[O:11])[C:5]([N+:14]([O-:16])=[O:15])=[CH:4][N:3]=1.[N:17]1[CH:22]=[CH:21][CH:20]=[CH:19][C:18]=1[N:23]1[CH2:28][CH2:27][NH:26][CH2:25][CH2:24]1.C(N(CC)CC)C, predict the reaction product. The product is: [N+:14]([C:5]1[C:6]([S:8][CH2:9][C:10]([O:12][CH3:13])=[O:11])=[N:7][C:2]([N:26]2[CH2:27][CH2:28][N:23]([C:18]3[CH:19]=[CH:20][CH:21]=[CH:22][N:17]=3)[CH2:24][CH2:25]2)=[N:3][CH:4]=1)([O-:16])=[O:15].